This data is from Reaction yield outcomes from USPTO patents with 853,638 reactions. The task is: Predict the reaction yield, written as a fraction of the theoretical maximum amount of product (1.0 means a 100% yield; for example, 0.34 means a 34% yield). (1) The reactants are [CH:1]1([CH2:4][C:5]([CH3:14])([C:8]2[CH:9]=[N:10][CH:11]=[N:12][CH:13]=2)[C:6]#[N:7])[CH2:3][CH2:2]1.C(O)([C:17](F)([F:19])[F:18])=O.C(OO)(C)(C)C.C([O-])(O)=O.[Na+]. The catalyst is C(Cl)Cl.O. The product is [CH:1]1([CH2:4][C:5]([C:8]2[CH:9]=[N:10][C:11]([CH:17]([F:19])[F:18])=[N:12][CH:13]=2)([CH3:14])[C:6]#[N:7])[CH2:3][CH2:2]1. The yield is 0.350. (2) The reactants are C([O:8][C@H:9]1[C@@H:14]([O:15]CC2C=CC=CC=2)[C@H:13]([O:23]CC2C=CC=CC=2)[C@@H:12]([CH2:31][O:32]CC2C=CC=CC=2)[O:11][C@:10]21[CH2:48][CH2:47][C:46]1[C:41](=[CH:42][CH:43]=[C:44]([C:49]3[CH:54]=[CH:53][CH:52]=[C:51]([N+:55]([O-:57])=[O:56])[CH:50]=3)[CH:45]=1)[O:40]2)C1C=CC=CC=1.CC1C=C(C)C(C)=C(C)C=1C.B(Cl)(Cl)Cl. The catalyst is C(Cl)Cl. The product is [OH:32][CH2:31][C@H:12]1[O:11][C@@:10]2([CH2:48][CH2:47][C:46]3[C:41](=[CH:42][CH:43]=[C:44]([C:49]4[CH:54]=[CH:53][CH:52]=[C:51]([N+:55]([O-:57])=[O:56])[CH:50]=4)[CH:45]=3)[O:40]2)[C@@H:9]([OH:8])[C@@H:14]([OH:15])[C@@H:13]1[OH:23]. The yield is 0.690. (3) The catalyst is C(OCC)(=O)C.[OH-].[Pd+2].[OH-]. The product is [F:38][C:8]([F:7])([F:37])[C:9]1[CH:10]=[C:11]([NH:15][C:16]2[N:17]=[CH:18][C:19]([NH:22][C:23]3[CH:28]=[CH:27][CH:26]=[C:25]([OH:29])[CH:24]=3)=[CH:20][N:21]=2)[CH:12]=[CH:13][CH:14]=1. The reactants are C1CC=CCC=1.[F:7][C:8]([F:38])([F:37])[C:9]1[CH:10]=[C:11]([NH:15][C:16]2[N:21]=[CH:20][C:19]([NH:22][C:23]3[CH:28]=[CH:27][CH:26]=[C:25]([O:29]CC4C=CC=CC=4)[CH:24]=3)=[CH:18][N:17]=2)[CH:12]=[CH:13][CH:14]=1. The yield is 0.900. (4) The reactants are I[C:2]1[CH:12]=[N:11][C:5]2[NH:6][CH2:7][C:8](=[O:10])[NH:9][C:4]=2[CH:3]=1.[CH2:13]([O:15][C:16]([C:18]1[CH:23]=[CH:22][C:21](B(O)O)=[CH:20][CH:19]=1)=[O:17])[CH3:14]. No catalyst specified. The product is [CH2:13]([O:15][C:16](=[O:17])[C:18]1[CH:23]=[CH:22][C:21]([C:2]2[CH:12]=[N:11][C:5]3[NH:6][CH2:7][C:8](=[O:10])[NH:9][C:4]=3[CH:3]=2)=[CH:20][CH:19]=1)[CH3:14]. The yield is 0.790. (5) The reactants are O.[NH2:2][NH2:3].C[O:5][C:6](=O)[C:7]([NH:9][C:10]1[CH:11]=[CH:12][C:13]([O:16][CH:17]2[CH2:22][CH2:21][C:20]([CH3:28])([C:23]([O:25][CH2:26][CH3:27])=[O:24])[CH2:19][CH2:18]2)=[N:14][CH:15]=1)=[O:8]. The catalyst is C(O)C. The product is [NH:2]([C:6](=[O:5])[C:7]([NH:9][C:10]1[CH:11]=[CH:12][C:13]([O:16][CH:17]2[CH2:22][CH2:21][C:20]([CH3:28])([C:23]([O:25][CH2:26][CH3:27])=[O:24])[CH2:19][CH2:18]2)=[N:14][CH:15]=1)=[O:8])[NH2:3]. The yield is 0.840. (6) The reactants are [Mg].[C:2](=[O:4])=[O:3].Cl.Br[C:7]([C:10]1[CH:15]=[CH:14][C:13]([C:16](=[O:21])[CH2:17][CH2:18][CH2:19][Cl:20])=[CH:12][CH:11]=1)([CH3:9])[CH3:8].ClC(C1C=CC(C(=O)CCCCl)=CC=1)(C)C. The catalyst is C(#N)C.[Br-].C([N+](CC)(CC)CC)C.[Ag]. The product is [Cl:20][CH2:19][CH2:18][CH2:17][C:16]([C:13]1[CH:12]=[CH:11][C:10]([C:7]([CH3:9])([CH3:8])[C:2]([OH:4])=[O:3])=[CH:15][CH:14]=1)=[O:21]. The yield is 0.660.